This data is from Catalyst prediction with 721,799 reactions and 888 catalyst types from USPTO. The task is: Predict which catalyst facilitates the given reaction. (1) Reactant: [N:1]1[C:9]2[CH2:8][CH2:7][N:6](C(OCC)=O)[CH2:5][C:4]=2[S:3][C:2]=1[C:15]([O:17]CC)=[O:16].[ClH:20]. Product: [ClH:20].[N:1]1[C:9]2[CH2:8][CH2:7][NH:6][CH2:5][C:4]=2[S:3][C:2]=1[C:15]([OH:17])=[O:16]. The catalyst class is: 500. (2) Reactant: [CH3:1][O:2][C:3](=[O:22])[C:4]([N:6]([CH2:18][CH2:19][CH2:20]Cl)[S:7]([C:10]1[CH:15]=[CH:14][C:13]([O:16][CH3:17])=[CH:12][CH:11]=1)(=[O:9])=[O:8])=[CH2:5].[I-].[Na+].[CH2:25]([NH2:32])[C:26]1[CH:31]=[CH:30][CH:29]=[CH:28][CH:27]=1.C(N(C(C)C)CC)(C)C. Product: [CH3:1][O:2][C:3]([CH:4]1[CH2:5][N:32]([CH2:25][C:26]2[CH:31]=[CH:30][CH:29]=[CH:28][CH:27]=2)[CH2:20][CH2:19][CH2:18][N:6]1[S:7]([C:10]1[CH:15]=[CH:14][C:13]([O:16][CH3:17])=[CH:12][CH:11]=1)(=[O:9])=[O:8])=[O:22]. The catalyst class is: 3. (3) The catalyst class is: 34. Product: [F:33][C:34]([F:47])([F:46])[S:35]([O:21][C:9]1[C:8]2[N:13]([C:14]([C:15]3[CH:20]=[CH:19][CH:18]=[CH:17][CH:16]=3)=[C:6]3[C:5](=[O:22])[N:4]([CH3:23])[C:3](=[O:24])[N:2]([CH3:1])[C:7]3=2)[CH2:12][CH2:11][CH:10]=1)(=[O:37])=[O:36]. Reactant: [CH3:1][N:2]1[C:7]2=[C:8]3[N:13]([C:14]([C:15]4[CH:20]=[CH:19][CH:18]=[CH:17][CH:16]=4)=[C:6]2[C:5](=[O:22])[N:4]([CH3:23])[C:3]1=[O:24])[CH2:12][CH2:11][CH2:10][C:9]3=[O:21].N1C(C)=CC=CC=1C.[F:33][C:34]([F:47])([F:46])[S:35](O[S:35]([C:34]([F:47])([F:46])[F:33])(=[O:37])=[O:36])(=[O:37])=[O:36]. (4) Reactant: [F:1][C:2]1[C:3]([CH3:24])=[C:4]([CH:21]=[CH:22][CH:23]=1)[CH2:5][C:6]1[C:7]([C:15]2[CH:20]=[CH:19][CH:18]=[CH:17][CH:16]=2)=[C:8]2[N:13]([CH:14]=1)[CH:12]=[CH:11][CH:10]=[CH:9]2.N1C=CC=CC=1.Cl[C:32](Cl)([O:34]C(=O)OC(Cl)(Cl)Cl)Cl.[C:43]([O:47][C:48]([N:50]1[CH2:55][CH2:54][NH:53][CH2:52][CH2:51]1)=[O:49])([CH3:46])([CH3:45])[CH3:44].C(N(CC)CC)C. Product: [C:43]([O:47][C:48]([N:50]1[CH2:55][CH2:54][N:53]([C:32]([C:14]2[N:13]3[C:8]([CH:9]=[CH:10][CH:11]=[CH:12]3)=[C:7]([C:15]3[CH:16]=[CH:17][CH:18]=[CH:19][CH:20]=3)[C:6]=2[CH2:5][C:4]2[CH:21]=[CH:22][CH:23]=[C:2]([F:1])[C:3]=2[CH3:24])=[O:34])[CH2:52][CH2:51]1)=[O:49])([CH3:46])([CH3:44])[CH3:45]. The catalyst class is: 473. (5) Reactant: C([O:3][C:4](=[O:34])[CH2:5][N:6]([CH2:19][CH2:20][NH:21][S:22]([C:25]1[S:26][C:27]2[CH:33]=[CH:32][CH:31]=[CH:30][C:28]=2[N:29]=1)(=[O:24])=[O:23])[C:7](=[O:18])[CH2:8][N:9]1[CH:17]=[C:15]([CH3:16])[C:13](=[O:14])[NH:12][C:10]1=[O:11])C.O.[OH-].[Li+].Cl. Product: [S:26]1[C:27]2[CH:33]=[CH:32][CH:31]=[CH:30][C:28]=2[N:29]=[C:25]1[S:22]([NH:21][CH2:20][CH2:19][N:6]([C:7](=[O:18])[CH2:8][N:9]1[CH:17]=[C:15]([CH3:16])[C:13](=[O:14])[NH:12][C:10]1=[O:11])[CH2:5][C:4]([OH:34])=[O:3])(=[O:23])=[O:24]. The catalyst class is: 30.